Predict the reactants needed to synthesize the given product. From a dataset of Full USPTO retrosynthesis dataset with 1.9M reactions from patents (1976-2016). Given the product [Cl:9][C:10]1[CH:11]=[CH:12][C:13]([C:16]2[CH:17]=[CH:18][C:19]([C:22]#[C:23][C:24]3[CH:25]=[CH:26][C:27](/[CH:30]=[CH:31]/[CH2:32][N:5]4[CH2:6][CH2:7][C:2]([CH3:1])([OH:8])[CH2:3][CH2:4]4)=[CH:28][CH:29]=3)=[N:20][CH:21]=2)=[CH:14][CH:15]=1, predict the reactants needed to synthesize it. The reactants are: [CH3:1][C:2]1([OH:8])[CH2:7][CH2:6][NH:5][CH2:4][CH2:3]1.[Cl:9][C:10]1[CH:15]=[CH:14][C:13]([C:16]2[CH:17]=[CH:18][C:19]([C:22]#[C:23][C:24]3[CH:29]=[CH:28][C:27](/[CH:30]=[CH:31]/[CH2:32]Cl)=[CH:26][CH:25]=3)=[N:20][CH:21]=2)=[CH:12][CH:11]=1.